Predict which catalyst facilitates the given reaction. From a dataset of Catalyst prediction with 721,799 reactions and 888 catalyst types from USPTO. (1) Reactant: FC(F)(F)C(O)=O.[Cl:8][C:9]1[CH:14]=[CH:13][C:12]([NH:15][C:16](=[O:30])[NH:17][C:18]2[S:26][C:21]3[CH2:22][NH:23][CH2:24][CH2:25][C:20]=3[C:19]=2[C:27]([NH2:29])=[O:28])=[CH:11][CH:10]=1.C(N(C(C)C)CC)(C)C.Br[CH2:41][C:42]([O:44][C:45]([CH3:48])([CH3:47])[CH3:46])=[O:43]. Product: [C:27]([C:19]1[C:20]2[CH2:25][CH2:24][N:23]([CH2:41][C:42]([O:44][C:45]([CH3:48])([CH3:47])[CH3:46])=[O:43])[CH2:22][C:21]=2[S:26][C:18]=1[NH:17][C:16]([NH:15][C:12]1[CH:11]=[CH:10][C:9]([Cl:8])=[CH:14][CH:13]=1)=[O:30])(=[O:28])[NH2:29]. The catalyst class is: 595. (2) Reactant: [CH3:1][NH:2][C:3]([C:5]1[CH:6]=[CH:7][CH:8]=[C:9]2[C:13]=1[NH:12][CH2:11][CH2:10]2)=[O:4].[CH3:14][C:15]1[CH:20]=[C:19]([C:21]([F:24])([F:23])[F:22])[CH:18]=[CH:17][C:16]=1[N:25]=[C:26]=[O:27]. Product: [CH3:1][NH:2][C:3]([C:5]1[CH:6]=[CH:7][CH:8]=[C:9]2[C:13]=1[N:12]([C:26]([NH:25][C:16]1[CH:17]=[CH:18][C:19]([C:21]([F:22])([F:23])[F:24])=[CH:20][C:15]=1[CH3:14])=[O:27])[CH2:11][CH2:10]2)=[O:4]. The catalyst class is: 4. (3) Reactant: O[N:2]=[C:3]([C:5]1[CH:10]=[CH:9][CH:8]=[C:7]([CH2:11][O:12][CH2:13][CH2:14][O:15]C)[CH:6]=1)N.BrCC1C=C(C=CC=1)C#N. Product: [OH:15][CH2:14][CH2:13][O:12][CH2:11][C:7]1[CH:6]=[C:5]([CH:10]=[CH:9][CH:8]=1)[C:3]#[N:2]. The catalyst class is: 196. (4) Reactant: [CH2:1]([O:8][C:9]([N:11]1[CH2:15][CH2:14][CH2:13][CH:12]1[C:16]([N:18]1[CH2:22][CH2:21][CH2:20][C@:19]1([CH2:26][C:27]1[CH:32]=[CH:31][CH:30]=[C:29]([O:33][CH3:34])[CH:28]=1)[C:23](O)=[O:24])=[O:17])=[O:10])[C:2]1[CH:7]=[CH:6][CH:5]=[CH:4][CH:3]=1.CCN=C=NCCCN(C)C.Cl.C1C=CC2N(O)N=NC=2C=1.CCN(C(C)C)C(C)C.[NH2:66][C@@H:67]([C@H:71]([OH:73])[CH3:72])[C:68]([NH2:70])=[O:69]. Product: [NH2:70][C:68](=[O:69])[C@@H:67]([NH:66][C:23]([C:19]1([CH2:26][C:27]2[CH:32]=[CH:31][CH:30]=[C:29]([O:33][CH3:34])[CH:28]=2)[CH2:20][CH2:21][CH2:22][N:18]1[C:16]([C@@H:12]1[CH2:13][CH2:14][CH2:15][N:11]1[C:9]([O:8][CH2:1][C:2]1[CH:7]=[CH:6][CH:5]=[CH:4][CH:3]=1)=[O:10])=[O:17])=[O:24])[C@H:71]([OH:73])[CH3:72]. The catalyst class is: 2.